Dataset: Reaction yield outcomes from USPTO patents with 853,638 reactions. Task: Predict the reaction yield, written as a fraction of the theoretical maximum amount of product (1.0 means a 100% yield; for example, 0.34 means a 34% yield). (1) The reactants are [ClH:1].[NH2:2][C:3]1[NH:4][CH:5]=[C:6]([CH2:8][CH2:9][CH2:10][NH:11][C:12]([C:14]2[NH:15][CH:16]=[CH:17][CH:18]=2)=[O:13])[N:7]=1.[ClH:19].Cl.NCCCC1N=C(N)NC=1. No catalyst specified. The product is [ClH:1].[NH2:2][C:3]1[NH:4][CH:5]=[C:6]([CH2:8][CH2:9][CH2:10][NH:11][C:12]([C:14]2[NH:15][C:16]([Cl:19])=[C:17]([Cl:1])[CH:18]=2)=[O:13])[N:7]=1. The yield is 0.650. (2) The reactants are C(OC([N:8]1[CH2:12][CH2:11][CH:10]([C:13](=[O:22])[NH:14][CH2:15][C:16]2[CH:21]=[CH:20][CH:19]=[CH:18][N:17]=2)[CH2:9]1)=O)(C)(C)C.O1CCOCC1.[ClH:29]. No catalyst specified. The product is [ClH:29].[N:17]1[CH:18]=[CH:19][CH:20]=[CH:21][C:16]=1[CH2:15][NH:14][C:13]([CH:10]1[CH2:11][CH2:12][NH:8][CH2:9]1)=[O:22]. The yield is 0.966. (3) The reactants are [CH2:1]([C:4]1[CH:9]=[CH:8][CH:7]=[C:6]([Br:10])[C:5]=1[O:11][CH2:12][C:13]1[CH:18]=[CH:17][CH:16]=[CH:15][CH:14]=1)[CH:2]=[CH2:3].[OH-].[K+]. The catalyst is O.CCO. The product is [CH2:12]([O:11][C:5]1[C:4](/[CH:1]=[CH:2]/[CH3:3])=[CH:9][CH:8]=[CH:7][C:6]=1[Br:10])[C:13]1[CH:14]=[CH:15][CH:16]=[CH:17][CH:18]=1. The yield is 0.900. (4) The reactants are C[O:2][C:3](=[O:35])[CH2:4][CH2:5][C:6]1[CH:11]=[CH:10][C:9]([O:12][C:13]2[CH:18]=[CH:17][CH:16]=[C:15]([O:19][C:20]3[CH:25]=[CH:24][C:23]([Cl:26])=[CH:22][C:21]=3[O:27][C:28]3[CH:33]=[CH:32][CH:31]=[CH:30][CH:29]=3)[CH:14]=2)=[CH:8][C:7]=1[CH3:34].[OH-].[Na+].Cl. The product is [Cl:26][C:23]1[CH:24]=[CH:25][C:20]([O:19][C:15]2[CH:14]=[C:13]([CH:18]=[CH:17][CH:16]=2)[O:12][C:9]2[CH:10]=[CH:11][C:6]([CH2:5][CH2:4][C:3]([OH:35])=[O:2])=[C:7]([CH3:34])[CH:8]=2)=[C:21]([O:27][C:28]2[CH:29]=[CH:30][CH:31]=[CH:32][CH:33]=2)[CH:22]=1. The catalyst is CO.O. The yield is 1.00.